The task is: Predict which catalyst facilitates the given reaction.. This data is from Catalyst prediction with 721,799 reactions and 888 catalyst types from USPTO. (1) Reactant: [Cl:1][C:2]1[CH:3]=[C:4]2[C:8](=[CH:9][CH:10]=1)[CH:7]([CH2:11][NH2:12])[CH2:6][CH2:5]2.CCO.Br[C:17]1[C:18]2[C:25]([CH3:26])=[CH:24][S:23][C:19]=2[N:20]=[CH:21][N:22]=1. Product: [Cl:1][C:2]1[CH:3]=[C:4]2[C:8](=[CH:9][CH:10]=1)[CH:7]([CH2:11][NH:12][C:17]1[C:18]3[C:25]([CH3:26])=[CH:24][S:23][C:19]=3[N:20]=[CH:21][N:22]=1)[CH2:6][CH2:5]2. The catalyst class is: 66. (2) Reactant: [CH:1]([O:4][C:5]1[CH:9]=[C:8]([CH2:10][CH2:11][C:12](OCC)=[O:13])[N:7]([CH2:17][C:18]2[CH:23]=[CH:22][C:21]([C:24]([F:27])([F:26])[F:25])=[CH:20][CH:19]=2)[N:6]=1)([CH3:3])[CH3:2].[H-].C([Al+]CC(C)C)C(C)C.Cl. Product: [CH:1]([O:4][C:5]1[CH:9]=[C:8]([CH2:10][CH2:11][CH2:12][OH:13])[N:7]([CH2:17][C:18]2[CH:19]=[CH:20][C:21]([C:24]([F:26])([F:27])[F:25])=[CH:22][CH:23]=2)[N:6]=1)([CH3:3])[CH3:2]. The catalyst class is: 207. (3) Reactant: [CH:1]1[C:12]2=[C:13]3[CH:8]([CH2:9][CH2:10][CH2:11]2)[CH2:7][CH2:6][CH2:5][C:4]3=[CH:3][C:2]=1[NH:14][C:15]([C:17]1[CH:26]=[CH:25][C:20]([C:21]([O:23]C)=[O:22])=[CH:19][N:18]=1)=[O:16].[OH-].[Na+].Cl. Product: [CH:3]1[C:4]2=[C:13]3[CH:8]([CH2:7][CH2:6][CH2:5]2)[CH2:9][CH2:10][CH2:11][C:12]3=[CH:1][C:2]=1[NH:14][C:15]([C:17]1[CH:26]=[CH:25][C:20]([C:21]([OH:23])=[O:22])=[CH:19][N:18]=1)=[O:16]. The catalyst class is: 8. (4) Reactant: [Na].[CH2:2]([SH:4])[CH3:3].[CH3:5][NH:6][C:7]1[C:12]([NH:13][C:14]([C:16]2[C:17](Cl)=[N:18][C:19]([C:22]([F:25])([F:24])[F:23])=[CH:20][CH:21]=2)=[O:15])=[CH:11][C:10]([C:27]([F:30])([F:29])[F:28])=[CH:9][N:8]=1.CN(C=O)C.C1COCC1. Product: [CH3:5][NH:6][C:7]1[C:12]([NH:13][C:14]([C:16]2[C:17]([S:4][CH2:2][CH3:3])=[N:18][C:19]([C:22]([F:25])([F:24])[F:23])=[CH:20][CH:21]=2)=[O:15])=[CH:11][C:10]([C:27]([F:30])([F:29])[F:28])=[CH:9][N:8]=1. The catalyst class is: 6. (5) Reactant: [C:1]([O-:13])(=[O:12])[CH2:2][C:3]([CH2:8][C:9]([O-:11])=[O:10])([C:5]([O-:7])=[O:6])[OH:4].[CH3:14][N:15]([CH3:41])[C:16]1([C:35]2[CH:40]=[CH:39][CH:38]=[CH:37][CH:36]=2)[CH2:21][CH2:20][CH:19]([NH:22][C:23]([NH:25][CH2:26][CH2:27][CH2:28][C:29]2[CH:34]=[CH:33][CH:32]=[CH:31][CH:30]=2)=[S:24])[CH2:18][CH2:17]1.C(O)(=O)CC(CC(O)=O)(C(O)=O)O. Product: [C:1]([OH:13])(=[O:12])[CH2:2][C:3]([CH2:8][C:9]([OH:11])=[O:10])([C:5]([OH:7])=[O:6])[OH:4].[CH3:41][N:15]([CH3:14])[C:16]1([C:35]2[CH:40]=[CH:39][CH:38]=[CH:37][CH:36]=2)[CH2:21][CH2:20][CH:19]([NH:22][C:23]([NH:25][CH2:26][CH2:27][CH2:28][C:29]2[CH:34]=[CH:33][CH:32]=[CH:31][CH:30]=2)=[S:24])[CH2:18][CH2:17]1. The catalyst class is: 8. (6) Reactant: [Cl:1][C:2]1[CH:7]=[CH:6][C:5]([NH:8][C:9]([NH:11][C@H:12]2[CH2:17][CH2:16][C@H:15]([OH:18])[CH2:14][CH2:13]2)=[O:10])=[CH:4][C:3]=1[C:19]([F:22])([F:21])[F:20].[H-].[Na+].F[C:26]1[CH:33]=[CH:32][C:29]([C:30]#[N:31])=[CH:28][CH:27]=1. Product: [Cl:1][C:2]1[CH:7]=[CH:6][C:5]([NH:8][C:9]([NH:11][C@H:12]2[CH2:13][CH2:14][C@H:15]([O:18][C:26]3[CH:33]=[CH:32][C:29]([C:30]#[N:31])=[CH:28][CH:27]=3)[CH2:16][CH2:17]2)=[O:10])=[CH:4][C:3]=1[C:19]([F:20])([F:21])[F:22]. The catalyst class is: 3.